This data is from Full USPTO retrosynthesis dataset with 1.9M reactions from patents (1976-2016). The task is: Predict the reactants needed to synthesize the given product. (1) Given the product [CH3:62][O:61][CH2:60][CH2:59][O:58][C:55]1[CH:56]=[CH:57][C:52]([C:2]2[CH:7]=[CH:6][C:5]([C@H:8]3[C@H:13]([C:14]4[CH:15]=[N:16][CH:17]=[CH:18][CH:19]=4)[CH2:12][CH2:11][N:10]([C:20]([O:22][C:23]([CH3:25])([CH3:26])[CH3:24])=[O:21])[CH2:9]3)=[C:4]([CH3:27])[CH:3]=2)=[C:53]([CH2:63][CH2:64][CH2:65][O:66][CH3:67])[CH:54]=1, predict the reactants needed to synthesize it. The reactants are: Br[C:2]1[CH:7]=[CH:6][C:5]([C@H:8]2[C@H:13]([C:14]3[CH:15]=[N:16][CH:17]=[CH:18][CH:19]=3)[CH2:12][CH2:11][N:10]([C:20]([O:22][C:23]([CH3:26])([CH3:25])[CH3:24])=[O:21])[CH2:9]2)=[C:4]([CH3:27])[CH:3]=1.B1(B2OC(C)(C)C(C)(C)O2)OC(C)(C)C(C)(C)O1.CC([O-])=O.[K+].Br[C:52]1[CH:57]=[CH:56][C:55]([O:58][CH2:59][CH2:60][O:61][CH3:62])=[CH:54][C:53]=1[CH2:63][CH2:64][CH2:65][O:66][CH3:67].C([O-])([O-])=O.[Na+].[Na+]. (2) Given the product [CH3:1][O:2][C:3]1[C:27]([O:28][CH2:29][CH2:30][CH2:31][CH2:32][CH2:33][O:34][C:35]2[C:36]([O:60][CH2:61][C:62]#[CH:63])=[CH:37][C:38]3[C:44](=[O:45])[N:43]4[CH:46]=[C:47]([CH3:49])[CH2:48][C@H:42]4[CH:41]=[N:40][C:39]=3[CH:59]=2)=[CH:26][C:6]2[N:7]=[CH:8][C@@H:9]3[CH2:15][C:14]([CH3:16])=[CH:13][N:10]3[C:11](=[O:12])[C:5]=2[CH:4]=1, predict the reactants needed to synthesize it. The reactants are: [CH3:1][O:2][C:3]1[C:27]([O:28][CH2:29][CH2:30][CH2:31][CH2:32][CH2:33][O:34][C:35]2[C:36]([O:60][CH2:61][C:62]#[CH:63])=[CH:37][C:38]3[C:44](=[O:45])[N:43]4[CH:46]=[C:47]([CH3:49])[CH2:48][C@H:42]4[C:41](=O)[N:40](COCC[Si](C)(C)C)[C:39]=3[CH:59]=2)=[CH:26][C:6]2[N:7](COCC[Si](C)(C)C)[C:8](=O)[C@@H:9]3[CH2:15][C:14]([CH3:16])=[CH:13][N:10]3[C:11](=[O:12])[C:5]=2[CH:4]=1.C([BH-](CC)CC)C.[Li+]. (3) Given the product [CH3:33][C:2]1([CH3:1])[O:6]/[C:5](=[C:7]2/[C:8](=[O:26])[NH:9][C:10]3[C:15]/2=[CH:14][CH:13]=[C:12]([S:16][C:17]2[CH:25]=[CH:24][CH:23]=[CH:22][C:18]=2[C:19]([NH:42][CH3:41])=[O:20])[CH:11]=3)/[CH:4]=[C:3]1[N:27]1[CH2:32][CH2:31][O:30][CH2:29][CH2:28]1, predict the reactants needed to synthesize it. The reactants are: [CH3:1][C:2]1([CH3:33])[O:6]/[C:5](=[C:7]2/[C:8](=[O:26])[NH:9][C:10]3[C:15]/2=[CH:14][CH:13]=[C:12]([S:16][C:17]2[CH:25]=[CH:24][CH:23]=[CH:22][C:18]=2[C:19](O)=[O:20])[CH:11]=3)/[CH:4]=[C:3]1[N:27]1[CH2:32][CH2:31][O:30][CH2:29][CH2:28]1.CN.C1COCC1.[CH3:41][N:42](C(ON1N=NC2C=CC=CC1=2)=[N+](C)C)C.F[P-](F)(F)(F)(F)F.CCN(C(C)C)C(C)C. (4) Given the product [N:8]1[CH:13]=[CH:12][CH:11]=[CH:10][C:9]=1[CH2:14][O:15][C:16](=[O:48])[NH:17][CH2:18][C:19]1[CH:20]=[CH:21][C:22]([C:25]([NH:27][C:28]2[C:33]([NH2:34])=[CH:32][CH:31]=[C:30]([C:42]3[CH:47]=[CH:46][CH:45]=[CH:44][CH:43]=3)[N:29]=2)=[O:26])=[CH:23][CH:24]=1, predict the reactants needed to synthesize it. The reactants are: C(O)(C(F)(F)F)=O.[N:8]1[CH:13]=[CH:12][CH:11]=[CH:10][C:9]=1[CH2:14][O:15][C:16](=[O:48])[NH:17][CH2:18][C:19]1[CH:24]=[CH:23][C:22]([C:25]([NH:27][C:28]2[C:33]([NH:34]C(OC(C)(C)C)=O)=[CH:32][CH:31]=[C:30]([C:42]3[CH:47]=[CH:46][CH:45]=[CH:44][CH:43]=3)[N:29]=2)=[O:26])=[CH:21][CH:20]=1. (5) Given the product [CH2:16]([O:15][C:12]1[CH:11]=[CH:10][C:9]([S:6]([CH:5]([CH2:22][CH2:23][CH2:24][CH2:25][CH2:26][C:27]#[N:28])[C:4]([O:3][CH2:1][CH3:2])=[O:20])(=[O:7])=[O:8])=[CH:14][CH:13]=1)[C:17]#[C:18][CH3:19], predict the reactants needed to synthesize it. The reactants are: [CH2:1]([O:3][C:4](=[O:20])[CH2:5][S:6]([C:9]1[CH:14]=[CH:13][C:12]([O:15][CH2:16][C:17]#[C:18][CH3:19])=[CH:11][CH:10]=1)(=[O:8])=[O:7])[CH3:2].Br[CH2:22][CH2:23][CH2:24][CH2:25][CH2:26][C:27]#[N:28]. (6) Given the product [OH:8][C:5]1[CH:6]=[CH:7][C:2]([NH:1][C:16]([CH3:20])([CH3:19])[C:17]#[N:18])=[CH:3][CH:4]=1, predict the reactants needed to synthesize it. The reactants are: [NH2:1][C:2]1[CH:7]=[CH:6][C:5]([OH:8])=[CH:4][CH:3]=1.S([O-])([O-])(=O)=O.[Mg+2].O[C:16]([CH3:20])([CH3:19])[C:17]#[N:18].